This data is from Peptide-MHC class I binding affinity with 185,985 pairs from IEDB/IMGT. The task is: Regression. Given a peptide amino acid sequence and an MHC pseudo amino acid sequence, predict their binding affinity value. This is MHC class I binding data. (1) The peptide sequence is YTVIYPNL. The MHC is H-2-Db with pseudo-sequence H-2-Db. The binding affinity (normalized) is 0. (2) The peptide sequence is QWSPGPGRL. The binding affinity (normalized) is 0.533. The MHC is HLA-A02:06 with pseudo-sequence HLA-A02:06. (3) The peptide sequence is ETTHHAVSR. The MHC is HLA-A68:01 with pseudo-sequence HLA-A68:01. The binding affinity (normalized) is 0.728. (4) The peptide sequence is YFPDWQNYT. The MHC is HLA-A23:01 with pseudo-sequence HLA-A23:01. The binding affinity (normalized) is 0.0404. (5) The peptide sequence is GLYKQPGVPV. The MHC is HLA-A68:02 with pseudo-sequence HLA-A68:02. The binding affinity (normalized) is 0.213.